This data is from Full USPTO retrosynthesis dataset with 1.9M reactions from patents (1976-2016). The task is: Predict the reactants needed to synthesize the given product. Given the product [CH:10]1([C:4]2[S:3][C:2]3[N:1]=[C:16]([CH3:17])[NH:9][C:7](=[O:8])[C:6]=3[CH:5]=2)[CH2:11][CH2:12][CH2:13][CH2:14][CH2:15]1, predict the reactants needed to synthesize it. The reactants are: [NH2:1][C:2]1[S:3][C:4]([CH:10]2[CH2:15][CH2:14][CH2:13][CH2:12][CH2:11]2)=[CH:5][C:6]=1[C:7]([NH2:9])=[O:8].[C:16](Cl)(=O)[CH3:17].